This data is from Choline transporter screen with 302,306 compounds. The task is: Binary Classification. Given a drug SMILES string, predict its activity (active/inactive) in a high-throughput screening assay against a specified biological target. (1) The molecule is Clc1ccc(N2CCN(CC2)Cc2ccc(F)cc2)cc1. The result is 0 (inactive). (2) The drug is Clc1c(C(=O)N2CCN(CC2)CC)cc(S(=O)(=O)Nc2ccc(S(=O)(=O)C)cc2)cc1. The result is 0 (inactive).